Dataset: Reaction yield outcomes from USPTO patents with 853,638 reactions. Task: Predict the reaction yield, written as a fraction of the theoretical maximum amount of product (1.0 means a 100% yield; for example, 0.34 means a 34% yield). The reactants are [Br:1][C:2]1[CH:3]=[C:4]2[C:9](=[CH:10][CH:11]=1)[C:8]([OH:12])=[N:7][CH:6]=[CH:5]2.I[CH3:14].[OH-].[Na+]. The catalyst is [Br-].C([N+](CCCC)(CCCC)CCCC)CCC.C1(C)C=CC=CC=1.C(OCC)C. The product is [Br:1][C:2]1[CH:3]=[C:4]2[C:9](=[CH:10][CH:11]=1)[C:8](=[O:12])[N:7]([CH3:14])[CH:6]=[CH:5]2. The yield is 0.700.